From a dataset of Catalyst prediction with 721,799 reactions and 888 catalyst types from USPTO. Predict which catalyst facilitates the given reaction. Reactant: [NH4+].[N:2]#[C:3][S-:4].[NH2:5][C:6]1[CH:11]=[CH:10][C:9]([CH2:12][CH2:13][OH:14])=[CH:8][CH:7]=1. Product: [OH:14][CH2:13][CH2:12][C:9]1[CH:10]=[CH:11][C:6]([NH:5][C:3]([NH2:2])=[S:4])=[CH:7][CH:8]=1. The catalyst class is: 126.